Dataset: Catalyst prediction with 721,799 reactions and 888 catalyst types from USPTO. Task: Predict which catalyst facilitates the given reaction. (1) Reactant: [Cl:1][C:2]1[CH:7]=[CH:6][C:5]([CH:8]2[N:13]3[CH:14]=[C:15]([C:17]4[CH:22]=[CH:21][CH:20]=[CH:19][C:18]=4[O:23][CH3:24])[N:16]=[C:12]3[NH:11][C:10]([CH3:25])=[C:9]2[C:26]#[N:27])=[CH:4][C:3]=1[F:28].ClC1C(=O)C(C#N)=C(C#N)C(=O)C=1Cl. Product: [Cl:1][C:2]1[CH:7]=[CH:6][C:5]([C:8]2[N:13]3[CH:14]=[C:15]([C:17]4[CH:22]=[CH:21][CH:20]=[CH:19][C:18]=4[O:23][CH3:24])[N:16]=[C:12]3[N:11]=[C:10]([CH3:25])[C:9]=2[C:26]#[N:27])=[CH:4][C:3]=1[F:28]. The catalyst class is: 2. (2) Reactant: [CH2:1]([C:3]1[CH:4]=[N:5][C:6]([N:9]2[CH2:14][CH2:13][CH:12]([C:15]3[S:16][CH:17]=[C:18]([CH2:20][O:21][C:22]4[CH:27]=[CH:26][C:25]([S:28][C:29]([F:32])([F:31])[F:30])=[CH:24][CH:23]=4)[N:19]=3)[CH2:11][CH2:10]2)=[N:7][CH:8]=1)[CH3:2].ClC1C=C(C(OO)=[O:41])C=CC=1. Product: [CH2:1]([C:3]1[CH:8]=[N:7][C:6]([N:9]2[CH2:14][CH2:13][CH:12]([C:15]3[S:16][CH:17]=[C:18]([CH2:20][O:21][C:22]4[CH:23]=[CH:24][C:25]([S:28]([C:29]([F:31])([F:32])[F:30])=[O:41])=[CH:26][CH:27]=4)[N:19]=3)[CH2:11][CH2:10]2)=[N:5][CH:4]=1)[CH3:2]. The catalyst class is: 2. (3) Reactant: [C:1](Cl)(=O)[C:2]([Cl:4])=[O:3].[CH2:7]([C:10]1[N:11]([CH2:23][CH2:24][CH2:25][CH2:26]CC(O)=O)[C:12]2[C:21]3[N:20]=[CH:19][CH:18]=[CH:17][C:16]=3[N:15]=[CH:14][C:13]=2[N:22]=1)[CH2:8][CH3:9]. Product: [CH2:7]([C:10]1[N:11]([CH2:23][CH2:24][CH2:25][CH2:26][CH2:1][C:2]([Cl:4])=[O:3])[C:12]2[C:21]3[N:20]=[CH:19][CH:18]=[CH:17][C:16]=3[N:15]=[CH:14][C:13]=2[N:22]=1)[CH2:8][CH3:9]. The catalyst class is: 139.